This data is from Reaction yield outcomes from USPTO patents with 853,638 reactions. The task is: Predict the reaction yield, written as a fraction of the theoretical maximum amount of product (1.0 means a 100% yield; for example, 0.34 means a 34% yield). (1) The reactants are [NH2:1][C:2]1[C:3]([F:23])=[CH:4][C:5]([Cl:22])=[C:6]([C:8]2[C:9](=[O:21])[N:10]([CH2:19][CH3:20])[C:11]3[C:16]([CH:17]=2)=[CH:15][N:14]=[C:13](Cl)[CH:12]=3)[CH:7]=1.[CH3:24][N:25]1[CH2:29][CH2:28][CH:27]([NH2:30])[CH2:26]1.C1CCN2C(=NCCC2)CC1. The catalyst is CN1C(=O)CCC1. The product is [NH2:1][C:2]1[C:3]([F:23])=[CH:4][C:5]([Cl:22])=[C:6]([C:8]2[C:9](=[O:21])[N:10]([CH2:19][CH3:20])[C:11]3[C:16]([CH:17]=2)=[CH:15][N:14]=[C:13]([NH:30][CH:27]2[CH2:28][CH2:29][N:25]([CH3:24])[CH2:26]2)[CH:12]=3)[CH:7]=1. The yield is 0.850. (2) The reactants are [F:1][C:2]1[CH:18]=[CH:17][C:5]([CH2:6][C:7]2[CH:8]=[C:9]([CH:14]=[CH:15][N:16]=2)[C:10]([O:12][CH3:13])=[O:11])=[CH:4][CH:3]=1. The catalyst is C(O)(=O)C.[Pt](=O)=O. The product is [F:1][C:2]1[CH:3]=[CH:4][C:5]([CH2:6][CH:7]2[CH2:8][CH:9]([C:10]([O:12][CH3:13])=[O:11])[CH2:14][CH2:15][NH:16]2)=[CH:17][CH:18]=1. The yield is 0.736. (3) The reactants are Br[C:2]1[C:7](=[O:8])[N:6]([CH2:9][C:10]2[CH:15]=[CH:14][C:13]([C:16]3[C:17]([C:22]#[N:23])=[CH:18][CH:19]=[CH:20][CH:21]=3)=[CH:12][C:11]=2[F:24])[C:5]([CH2:25][CH2:26][CH3:27])=[N:4][C:3]=1[CH3:28].[CH:29]([O:32][C:33]1[N:38]=[CH:37][C:36](B(O)O)=[CH:35][CH:34]=1)([CH3:31])[CH3:30].C(=O)([O-])[O-].[Cs+].[Cs+].O1CCOCC1. The catalyst is C(OCC)(=O)C.C1C=CC(P(C2C=CC=CC=2)[C-]2C=CC=C2)=CC=1.C1C=CC(P(C2C=CC=CC=2)[C-]2C=CC=C2)=CC=1.Cl[Pd]Cl.[Fe+2].ClCCl. The product is [F:24][C:11]1[CH:12]=[C:13]([C:16]2[C:17]([C:22]#[N:23])=[CH:18][CH:19]=[CH:20][CH:21]=2)[CH:14]=[CH:15][C:10]=1[CH2:9][N:6]1[C:7](=[O:8])[C:2]([C:36]2[CH:37]=[N:38][C:33]([O:32][CH:29]([CH3:31])[CH3:30])=[CH:34][CH:35]=2)=[C:3]([CH3:28])[N:4]=[C:5]1[CH2:25][CH2:26][CH3:27]. The yield is 0.910. (4) The reactants are [Br:1][C:2]1[CH:3]=[C:4]2[C:9](=[CH:10][CH:11]=1)[CH2:8][CH:7]([NH:12][CH2:13][C:14]1[N:19]=[CH:18][C:17]3[O:20][CH2:21][CH2:22][O:23][C:16]=3[CH:15]=1)[CH2:6][CH2:5]2.C([O-])(O)=O.[Na+].[C:29](O[C:29]([O:31][C:32]([CH3:35])([CH3:34])[CH3:33])=[O:30])([O:31][C:32]([CH3:35])([CH3:34])[CH3:33])=[O:30]. The catalyst is CO. The product is [Br:1][C:2]1[CH:3]=[C:4]2[C:9](=[CH:10][CH:11]=1)[CH2:8][CH:7]([N:12]([CH2:13][C:14]1[N:19]=[CH:18][C:17]3[O:20][CH2:21][CH2:22][O:23][C:16]=3[CH:15]=1)[C:29](=[O:30])[O:31][C:32]([CH3:35])([CH3:34])[CH3:33])[CH2:6][CH2:5]2. The yield is 0.860. (5) The reactants are [C:1]([N:4]1[CH2:8][CH2:7][CH2:6][C@H:5]1[C:9]([O:11][C:12]([CH3:15])([CH3:14])[CH3:13])=[O:10])(=[S:3])[NH2:2].C([O-])(=O)C.[Na+].Br[CH:22]([CH:25]=O)[CH:23]=[O:24]. The catalyst is C1COCC1.C(O)(=O)C. The product is [CH:23]([C:22]1[S:3][C:1]([N:4]2[CH2:8][CH2:7][CH2:6][C@H:5]2[C:9]([O:11][C:12]([CH3:15])([CH3:14])[CH3:13])=[O:10])=[N:2][CH:25]=1)=[O:24]. The yield is 0.681. (6) The reactants are [C:1](Cl)(Cl)=[O:2].N1C=CC=CC=1.[N:11]1[CH:16]=[CH:15][C:14]([O:17][C:18]2[CH:24]=[CH:23][C:21]([NH2:22])=[CH:20][CH:19]=2)=[CH:13][CH:12]=1.[NH2:25][C:26]1[N:30](C(OC(C)(C)C)=O)[N:29]=[C:28]([C:38]([CH3:41])([CH3:40])[CH3:39])[CH:27]=1. The product is [C:38]([C:28]1[CH:27]=[C:26]([NH:25][C:1]([NH:22][C:21]2[CH:23]=[CH:24][C:18]([O:17][C:14]3[CH:13]=[CH:12][N:11]=[CH:16][CH:15]=3)=[CH:19][CH:20]=2)=[O:2])[NH:30][N:29]=1)([CH3:41])([CH3:40])[CH3:39]. The catalyst is C(Cl)Cl.Cl. The yield is 0.590. (7) The reactants are C[O:2][C:3](=[O:27])[CH:4]([C:11]1[CH:16]=[CH:15][C:14]([N:17]2[C:21]([CH3:22])=[N:20][N:19]=[N:18]2)=[C:13]([C:23]([F:26])([F:25])[F:24])[CH:12]=1)[CH2:5][CH:6]1[CH2:10][CH2:9][CH2:8][CH2:7]1.[OH-].[Na+]. The catalyst is C(O)C. The product is [CH:6]1([CH2:5][CH:4]([C:11]2[CH:16]=[CH:15][C:14]([N:17]3[C:21]([CH3:22])=[N:20][N:19]=[N:18]3)=[C:13]([C:23]([F:24])([F:26])[F:25])[CH:12]=2)[C:3]([OH:27])=[O:2])[CH2:10][CH2:9][CH2:8][CH2:7]1. The yield is 0.930. (8) The reactants are [Br:1][C:2]1[CH:3]=[CH:4][C:5]([N+:10]([O-:12])=[O:11])=[C:6]([CH:9]=1)[CH:7]=O.[F:13][C:14]1[CH:20]=[CH:19][C:17]([NH2:18])=[CH:16][CH:15]=1. The catalyst is C(O)C. The product is [Br:1][C:2]1[CH:3]=[CH:4][C:5]([N+:10]([O-:12])=[O:11])=[C:6]([CH:7]=[N:18][C:17]2[CH:19]=[CH:20][C:14]([F:13])=[CH:15][CH:16]=2)[CH:9]=1. The yield is 0.820. (9) The reactants are [Br:1][C:2]1[CH:23]=[C:22]2[C:5]([CH2:6][C:7]3([C:15]42[NH:19][C:18](=S)[C:17]([CH3:21])=[N:16]4)[CH2:12][CH2:11][C:10]([F:14])([F:13])[CH2:9][CH2:8]3)=[CH:4][CH:3]=1.[NH3:24]. No catalyst specified. The product is [Br:1][C:2]1[CH:23]=[C:22]2[C:5]([CH2:6][C:7]3([C:15]42[N:19]=[C:18]([NH2:24])[C:17]([CH3:21])=[N:16]4)[CH2:12][CH2:11][C:10]([F:14])([F:13])[CH2:9][CH2:8]3)=[CH:4][CH:3]=1. The yield is 0.390.